This data is from Full USPTO retrosynthesis dataset with 1.9M reactions from patents (1976-2016). The task is: Predict the reactants needed to synthesize the given product. (1) Given the product [NH2:27][C:26]1[CH:28]=[CH:29][C:23]([C:16]2[CH:17]=[CH:18][C:12]3[O:11][CH2:10][CH2:9][N:8]([C:6]([O:5][C:2]([CH3:4])([CH3:3])[CH3:1])=[O:7])[CH2:14][C:13]=3[CH:15]=2)=[CH:24][C:25]=1[N+:30]([O-:32])=[O:31], predict the reactants needed to synthesize it. The reactants are: [CH3:1][C:2]([O:5][C:6]([N:8]1[CH2:14][C:13]2[CH:15]=[C:16](B(O)O)[CH:17]=[CH:18][C:12]=2[O:11][CH2:10][CH2:9]1)=[O:7])([CH3:4])[CH3:3].Br[C:23]1[CH:29]=[CH:28][C:26]([NH2:27])=[C:25]([N+:30]([O-:32])=[O:31])[CH:24]=1.O1CCOCC1.CCN(C(C)C)C(C)C. (2) Given the product [CH:1]1([C:4]2[N:8]([CH3:9])[N:7]=[C:6]([CH:10]=[O:11])[N:5]=2)[CH2:3][CH2:2]1, predict the reactants needed to synthesize it. The reactants are: [CH:1]1([C:4]2[N:8]([CH3:9])[N:7]=[C:6]([CH:10](OCC)[O:11]CC)[N:5]=2)[CH2:3][CH2:2]1.Cl.[OH-].[Na+]. (3) The reactants are: [C:1]([C:3]([CH3:11])([CH2:9][OH:10])[C:4]([O:6][CH2:7][CH3:8])=[O:5])#[N:2].Cl. Given the product [NH2:2][CH2:1][C:3]([CH3:11])([CH2:9][OH:10])[C:4]([O:6][CH2:7][CH3:8])=[O:5], predict the reactants needed to synthesize it. (4) Given the product [CH2:17]([O:16][C:14]([CH:11]1[CH2:12][CH2:13][CH:8]([CH2:7][C:6]([OH:19])=[O:5])[CH2:9][CH2:10]1)=[O:15])[CH3:18], predict the reactants needed to synthesize it. The reactants are: C([O:5][C:6](=[O:19])[CH2:7][CH:8]1[CH2:13][CH2:12][CH:11]([C:14]([O:16][CH2:17][CH3:18])=[O:15])[CH2:10][CH2:9]1)(C)(C)C.Cl. (5) Given the product [N:9]1([CH2:15][C:16]2[CH:17]=[CH:18][C:19]([C:22]([NH:23][C:24]3([C:25]([NH:1][C@H:2]([CH2:7][OH:8])[CH2:3][CH2:4][S:5][CH3:6])=[O:27])[CH2:28][CH2:29][CH2:30][CH2:31][CH2:32]3)=[O:26])=[CH:20][CH:21]=2)[CH2:14][CH2:13][O:12][CH2:11][CH2:10]1, predict the reactants needed to synthesize it. The reactants are: [NH2:1][C@H:2]([CH2:7][OH:8])[CH2:3][CH2:4][S:5][CH3:6].[N:9]1([CH2:15][C:16]2[CH:21]=[CH:20][C:19]([C:22]3[O:26][C:25](=[O:27])[C:24]4([CH2:32][CH2:31][CH2:30][CH2:29][CH2:28]4)[N:23]=3)=[CH:18][CH:17]=2)[CH2:14][CH2:13][O:12][CH2:11][CH2:10]1.O. (6) The reactants are: [C:1]([O:5][C@@H:6]([C:12]1[C:21]([CH3:22])=[C:20]([F:23])[C:19]2[C:14](=[CH:15][CH:16]=[C:17]([CH3:24])[CH:18]=2)[C:13]=1[OH:25])[C:7]([O:9][CH2:10][CH3:11])=[O:8])([CH3:4])([CH3:3])[CH3:2].C1(N([S:33]([C:36]([F:39])([F:38])[F:37])(=[O:35])=[O:34])[S:33]([C:36]([F:39])([F:38])[F:37])(=[O:35])=[O:34])C=CC=CC=1. Given the product [C:1]([O:5][C@@H:6]([C:12]1[C:21]([CH3:22])=[C:20]([F:23])[C:19]2[C:14](=[CH:15][CH:16]=[C:17]([CH3:24])[CH:18]=2)[C:13]=1[O:25][S:33]([C:36]([F:39])([F:38])[F:37])(=[O:35])=[O:34])[C:7]([O:9][CH2:10][CH3:11])=[O:8])([CH3:4])([CH3:2])[CH3:3], predict the reactants needed to synthesize it. (7) Given the product [Cl:24][C:25]1[CH:33]=[CH:32][CH:31]=[CH:30][C:26]=1[C:27]([NH:1][CH2:2][C@H:3]1[N:8]([C:9]([C:11]2[N:12]=[C:13]([CH3:23])[S:14][C:15]=2[C:16]2[CH:17]=[C:18]([CH3:22])[CH:19]=[CH:20][CH:21]=2)=[O:10])[CH2:7][C@H:6]2[C@@H:4]1[CH2:5]2)=[O:28], predict the reactants needed to synthesize it. The reactants are: [NH2:1][CH2:2][C@H:3]1[N:8]([C:9]([C:11]2[N:12]=[C:13]([CH3:23])[S:14][C:15]=2[C:16]2[CH:17]=[C:18]([CH3:22])[CH:19]=[CH:20][CH:21]=2)=[O:10])[CH2:7][C@H:6]2[C@@H:4]1[CH2:5]2.[Cl:24][C:25]1[CH:33]=[CH:32][CH:31]=[CH:30][C:26]=1[C:27](O)=[O:28]. (8) Given the product [CH:17]1[C:18]2[C:22]3[CH:23]=[CH:24][CH:25]=[CH:26][C:21]=3[O:20][C:19]=2[CH:27]=[CH:28][C:16]=1[C:14]([NH:13][C:9]1[CH:8]=[C:7]([CH:6]=[CH:5][C:4]([OH:29])=[O:3])[CH:12]=[CH:11][CH:10]=1)=[O:15], predict the reactants needed to synthesize it. The reactants are: C([O:3][C:4](=[O:29])[CH:5]=[CH:6][C:7]1[CH:12]=[CH:11][CH:10]=[C:9]([NH:13][C:14]([C:16]2[CH:28]=[CH:27][C:19]3[O:20][C:21]4[CH:26]=[CH:25][CH:24]=[CH:23][C:22]=4[C:18]=3[CH:17]=2)=[O:15])[CH:8]=1)C.CO.C1COCC1.Cl.